Task: Binary Classification. Given a miRNA mature sequence and a target amino acid sequence, predict their likelihood of interaction.. Dataset: Experimentally validated miRNA-target interactions with 360,000+ pairs, plus equal number of negative samples (1) The miRNA is hsa-miR-6758-5p with sequence UAGAGAGGGGAAGGAUGUGAUGU. The protein sequence of the target gene is MAHRGPSRASKGPGPTARAPSPGAPPPPRSPRSRPLLLLLLLLGACGAAGRSPEPGRLGPHAQLTRVPRSPPAGRAEPGGGEDRQARGTEPGAPGPSPGPAPGPGEDGAPAAGYRRWERAAPLAGVASRAQVSLISTSFVLKGDATHNQAMVHWTGENSSVILILTKYYHADMGKVLESSLWRSSDFGTSYTKLTLQPGVTTVIDNFYICPTNKRKVILVSSSLSDRDQSLFLSADEGATFQKQPIPFFVETLIFHPKEEDKVLAYTKESKLYVSSDLGKKWTLLQERVTKDHVFWSVSG.... Result: 1 (interaction). (2) The miRNA is hsa-miR-374b-5p with sequence AUAUAAUACAACCUGCUAAGUG. The protein sequence of the target gene is MTEFWLISAPGEKTCQQTWEKLHAATSKNNNLAVTSKFNIPDLKVGTLDVLVGLSDELAKLDAFVEGVVKKVAQYMADVLEDSKDKVQENLLANGVDLVTYITRFQWDMAKYPIKQSLKNISEIIAKGVTQIDNDLKSRASAYNNLKGNLQNLERKNAGSLLTRSLAEIVKKDDFVLDSEYLVTLLVVVPKLNHNDWIKQYETLAEMVVPRSSNVLSEDQDSYLCNVTLFRKAVDDFRHKARENKFIVRDFQYNEEEMKADKEEMNRLSTDKKKQFGPLVRWLKVNFSEAFIAWIHVKAL.... Result: 1 (interaction). (3) The miRNA is hsa-miR-501-5p with sequence AAUCCUUUGUCCCUGGGUGAGA. The protein sequence of the target gene is MHALSGFSLVSLLSLGYLSWDWAKPGLVADGPAEAGDQPSVAPPQPPHIIFILTDDQGYHDVGYHGSDIETPTLDRLAAEGVKLENYYIQPICTPSRSQLLTGRYQIHTGLQHSIIRPRQPNCLPLDQVTLPQKLQEAGYSTHMVGKWHLGFYRKECLPTRRGFDTFLGSLTGNVDYYTYDNCDGPGVCGFDLHEGESVAWGLSGQYSTMLYAQRASHILASHNPQNPLFLYVAFQAVHTPLQSPREYLYRYRTMGNVARRKYAAMVTCMDEAVRNITWALKRYGFYNNSVIIFSSDNGG.... Result: 0 (no interaction). (4) Result: 0 (no interaction). The miRNA is hsa-miR-4764-3p with sequence UUAACUCCUUUCACACCCAUGG. The protein sequence of the target gene is MRRLRRWAIAALLLLPLLPPPGLGALGPRGALHWRSSAHVGSPESPEGSEVTEPSRLVRQSSGGEVRKPQLDTRVRQDPPRGTPVHLAQVSFVIPAFDSNFTLDLELNHHLLSSQYVERHFSREGTRQHSTGAGDHCYYHGKLRGNPQSFAALSTCQGLHGVFSDGNLTYIVEPKEIAGPWGPPQGPLPHLIYRTPLLPAPLGCREPGCLFAVPAQSALPNWPKLRRKRQVRRGHPTVHSETKYVELIVINDHQLFEQMRQSVVLTSNFAKSVVNLADVIYKEQLNTRIVLVAMETWADG.... (5) The miRNA is hsa-miR-518f-5p with sequence CUCUAGAGGGAAGCACUUUCUC. The protein sequence of the target gene is MEDSYKDRTSLMKGAKDIAREVKKQTVKKVNQAVDRAQDEYTQRSYSRFQDEEDDDDYYPAGETYNGEANDDEGSSEATEGHDEDDEIYEGEYQGIPSMNQAKDSIVSVGQPKGDEYKDRRELESERRADEEELAQQYELIIQECGHGRFQWALFFVLGMALMADGVEVFVVGFVLPSAETDLCIPNSGSGWLGSIVYLGMMVGAFFWGGLADKVGRKQSLLICMSVNGFFAFLSSFVQGYGFFLFCRLLSGFGIGGAIPTVFSYFAEVLAREKRGEHLSWLCMFWMIGGIYASAMAWAI.... Result: 1 (interaction). (6) The miRNA is hsa-miR-6724-5p with sequence CUGGGCCCGCGGCGGGCGUGGGG. The protein sequence of the target gene is MFQNLQGTFEKEIGKIIPFTIAFKRAEAVEPDGCVQSWRCCLPCDLGQASRFIHTTVCSAIRWRSCKGERNFAERHILPAELEEQSNHAGMGPILPAMPSVDGNHFQHPAGDCHPYGILCLQAHSASVTARQVLQ. Result: 0 (no interaction). (7) The miRNA is hsa-miR-10a-5p with sequence UACCCUGUAGAUCCGAAUUUGUG. The protein sequence of the target gene is MNHDFQALALESRGMGELLPTKKFWEPDDSTKDGQKGIFLGDDEWRETAWGASHHSMSQPIMVQRRSGQGFHGNSEVNAILSPRSESGGLGVSMVEYVLSSSPADKLDSRFRKGNFGTRDAETDGPEKGDQKGKASPFEEDQNRDLKQGDDDDSKINGRGLPNGMDADCKDFNRTPGSRQASPTEVVERLGPNTNPSEGLGPLPNPTANKPLVEEFSNPETQNLDAMEQVGLESLQFDYPGNQVPMDSSGATVGLFDYNSQQQLFQRTNALTVQQLTAAQQQQYALAAAQQPHIAGVFSA.... Result: 1 (interaction).